From a dataset of Reaction yield outcomes from USPTO patents with 853,638 reactions. Predict the reaction yield, written as a fraction of the theoretical maximum amount of product (1.0 means a 100% yield; for example, 0.34 means a 34% yield). (1) The reactants are [NH2:1][C:2]1[CH:17]=[CH:16][C:15]([Br:18])=[CH:14][C:3]=1[C:4]([NH:6][C:7]1[CH:12]=[CH:11][CH:10]=[CH:9][C:8]=1[Cl:13])=[O:5].[Cl:19][CH2:20][C:21](Cl)=O. The catalyst is C(O)(=O)C. The product is [Br:18][C:15]1[CH:14]=[C:3]2[C:2](=[CH:17][CH:16]=1)[N:1]=[C:21]([CH2:20][Cl:19])[N:6]([C:7]1[CH:12]=[CH:11][CH:10]=[CH:9][C:8]=1[Cl:13])[C:4]2=[O:5]. The yield is 0.830. (2) The reactants are [F:1][C:2]([F:23])([F:22])[C:3]1[C:11]2[CH2:10][CH2:9][CH2:8][CH2:7][C:6]=2[N:5]([C:12]2[CH:17]=[CH:16][C:15]([CH2:18][C:19](O)=[O:20])=[CH:14][CH:13]=2)[N:4]=1.C(N1[CH:35]=[CH:34][N:33]=[CH:32]1)([N:33]1[CH:34]=[CH:35]N=[CH:32]1)=O.CN([C:39]1[S:40]C=[CH:42][CH:43]=1)C. The catalyst is ClCCl. The product is [CH3:32][N:33]([CH2:34][C:35]1[S:40][CH:39]=[CH:43][CH:42]=1)[C:19](=[O:20])[CH2:18][C:15]1[CH:14]=[CH:13][C:12]([N:5]2[C:6]3[CH2:7][CH2:8][CH2:9][CH2:10][C:11]=3[C:3]([C:2]([F:22])([F:1])[F:23])=[N:4]2)=[CH:17][CH:16]=1. The yield is 0.480. (3) The reactants are [OH:1][C@H:2]([C:20]1[CH:21]=[CH:22][C:23]([NH:26]C(=O)C)=[N:24][CH:25]=1)[CH2:3][NH:4][CH2:5][CH2:6][O:7][C:8]1[CH:13]=[CH:12][C:11]([C:14]2[N:15]=[C:16]([CH3:19])[S:17][CH:18]=2)=[CH:10][CH:9]=1.[OH-].[Na+]. The catalyst is C(O)C.O. The product is [NH2:26][C:23]1[N:24]=[CH:25][C:20]([C@@H:2]([OH:1])[CH2:3][NH:4][CH2:5][CH2:6][O:7][C:8]2[CH:13]=[CH:12][C:11]([C:14]3[N:15]=[C:16]([CH3:19])[S:17][CH:18]=3)=[CH:10][CH:9]=2)=[CH:21][CH:22]=1. The yield is 0.740. (4) The reactants are CO[C:3](=[O:24])[C:4]1[CH:9]=[CH:8][C:7]([O:10][CH2:11][C:12]2[C:13]([C:18]3[CH:23]=[CH:22][CH:21]=[CH:20][N:19]=3)=[N:14][O:15][C:16]=2[CH3:17])=[N:6][CH:5]=1.[NH:25]1[CH2:30][CH2:29][O:28][CH2:27][CH2:26]1. No catalyst specified. The product is [CH3:17][C:16]1[O:15][N:14]=[C:13]([C:18]2[CH:23]=[CH:22][CH:21]=[CH:20][N:19]=2)[C:12]=1[CH2:11][O:10][C:7]1[N:6]=[CH:5][C:4]([C:3]([N:25]2[CH2:30][CH2:29][O:28][CH2:27][CH2:26]2)=[O:24])=[CH:9][CH:8]=1. The yield is 0.790. (5) The reactants are [CH2:1]([O:3][C:4]1[CH:5]=[CH:6][C:7]2[S:11][C:10]([NH2:12])=[N:9][C:8]=2[CH:13]=1)[CH3:2].[Cl:14][C:15]1[CH:16]=[C:17]([CH:21]=[CH:22][CH:23]=1)[C:18](Cl)=[O:19].Br[CH:25]([CH2:30][CH3:31])[C:26]([O:28]C)=[O:27].FC1C2N=C(N)SC=2C=C(F)C=1.C1(C)C=CC(C(Cl)=O)=CC=1.BrCC(OCC)=O. No catalyst specified. The product is [Cl:14][C:15]1[CH:16]=[C:17]([CH:21]=[CH:22][CH:23]=1)[C:18]([N:12]=[C:10]1[N:9]([CH:25]([CH2:30][CH3:31])[C:26]([OH:28])=[O:27])[C:8]2[CH:13]=[C:4]([O:3][CH2:1][CH3:2])[CH:5]=[CH:6][C:7]=2[S:11]1)=[O:19]. The yield is 0.230.